From a dataset of NCI-60 drug combinations with 297,098 pairs across 59 cell lines. Regression. Given two drug SMILES strings and cell line genomic features, predict the synergy score measuring deviation from expected non-interaction effect. (1) Drug 1: CCCCC(=O)OCC(=O)C1(CC(C2=C(C1)C(=C3C(=C2O)C(=O)C4=C(C3=O)C=CC=C4OC)O)OC5CC(C(C(O5)C)O)NC(=O)C(F)(F)F)O. Drug 2: CC(C)(C#N)C1=CC(=CC(=C1)CN2C=NC=N2)C(C)(C)C#N. Cell line: OVCAR3. Synergy scores: CSS=11.9, Synergy_ZIP=-3.43, Synergy_Bliss=5.22, Synergy_Loewe=0.203, Synergy_HSA=-0.932. (2) Synergy scores: CSS=4.27, Synergy_ZIP=-2.76, Synergy_Bliss=-0.127, Synergy_Loewe=1.34, Synergy_HSA=1.34. Cell line: PC-3. Drug 2: CS(=O)(=O)OCCCCOS(=O)(=O)C. Drug 1: CC12CCC3C(C1CCC2O)C(CC4=C3C=CC(=C4)O)CCCCCCCCCS(=O)CCCC(C(F)(F)F)(F)F. (3) Drug 1: C1CCC(C(C1)N)N.C(=O)(C(=O)[O-])[O-].[Pt+4]. Drug 2: B(C(CC(C)C)NC(=O)C(CC1=CC=CC=C1)NC(=O)C2=NC=CN=C2)(O)O. Cell line: NCI-H322M. Synergy scores: CSS=18.5, Synergy_ZIP=-0.955, Synergy_Bliss=3.46, Synergy_Loewe=-10.0, Synergy_HSA=0.872.